From a dataset of TCR-epitope binding with 47,182 pairs between 192 epitopes and 23,139 TCRs. Binary Classification. Given a T-cell receptor sequence (or CDR3 region) and an epitope sequence, predict whether binding occurs between them. (1) The epitope is RAKFKQLL. The TCR CDR3 sequence is CASEDFRDAPNTGELFF. Result: 0 (the TCR does not bind to the epitope). (2) The epitope is EIYKRWII. The TCR CDR3 sequence is CASSLLDGTRDQQYF. Result: 1 (the TCR binds to the epitope). (3) The epitope is NEGVKAAW. The TCR CDR3 sequence is CASSFTLGGTDTQYF. Result: 1 (the TCR binds to the epitope). (4) The epitope is KLPDDFTGCV. The TCR CDR3 sequence is CASSLGTEWGYDNTQYF. Result: 0 (the TCR does not bind to the epitope). (5) The epitope is GLCTLVAML. The TCR CDR3 sequence is CSARVGVGNTIYF. Result: 1 (the TCR binds to the epitope). (6) The epitope is IIKDYGKQM. The TCR CDR3 sequence is CATSTYDNPTDTQYF. Result: 0 (the TCR does not bind to the epitope). (7) The epitope is LEPLVDLPI. The TCR CDR3 sequence is CASSLSGGNEQFF. Result: 1 (the TCR binds to the epitope). (8) The epitope is LLQTGIHVRVSQPSL. The TCR CDR3 sequence is CASSAASYNEQFF. Result: 1 (the TCR binds to the epitope). (9) The epitope is PKYVKQNTLKLAT. The TCR CDR3 sequence is CASSSPWETQYF. Result: 1 (the TCR binds to the epitope).